This data is from Full USPTO retrosynthesis dataset with 1.9M reactions from patents (1976-2016). The task is: Predict the reactants needed to synthesize the given product. (1) The reactants are: [Br:1][C:2]1[CH:7]=[CH:6][C:5]([O:8][CH2:9][CH2:10][CH2:11]Br)=[CH:4][CH:3]=1.Cl.[F:14][C:15]1([F:21])[CH2:20][CH2:19][NH:18][CH2:17][CH2:16]1.C(=O)([O-])[O-].[K+].[K+]. Given the product [Br:1][C:2]1[CH:7]=[CH:6][C:5]([O:8][CH2:9][CH2:10][CH2:11][N:18]2[CH2:19][CH2:20][C:15]([F:21])([F:14])[CH2:16][CH2:17]2)=[CH:4][CH:3]=1, predict the reactants needed to synthesize it. (2) Given the product [Br:37][C:38]1[S:42][C:41]([NH:43][C:34]([NH:19][S:16]([C:14]2[S:13][C:12]3[C:7]([C:4]4[CH:3]=[CH:2][N:1]=[CH:6][CH:5]=4)=[CH:8][CH:9]=[CH:10][C:11]=3[CH:15]=2)(=[O:18])=[O:17])=[O:35])=[N:40][CH:39]=1, predict the reactants needed to synthesize it. The reactants are: [N:1]1[CH:6]=[CH:5][C:4]([C:7]2[C:12]3[S:13][C:14]([S:16]([NH2:19])(=[O:18])=[O:17])=[CH:15][C:11]=3[CH:10]=[CH:9][CH:8]=2)=[CH:3][CH:2]=1.C(N(CC)CC)C.C1(O[C:34](Cl)=[O:35])C=CC=CC=1.[Br:37][C:38]1[S:42][C:41]([NH2:43])=[N:40][CH:39]=1. (3) Given the product [ClH:3].[ClH:1].[Cl:3][C:4]1[CH:5]=[C:6]2[C:12]3([CH2:17][CH2:16][N:15]([CH3:29])[CH2:14][CH2:13]3)[CH2:11][N:10]([C:18]3[C:19]4[C@H:26]([CH3:27])[CH2:25][C@@H:24]([OH:28])[C:20]=4[N:21]=[CH:22][N:23]=3)[C:7]2=[CH:8][CH:9]=1, predict the reactants needed to synthesize it. The reactants are: [ClH:1].Cl.[Cl:3][C:4]1[CH:5]=[C:6]2[C:12]3([CH2:17][CH2:16][NH:15][CH2:14][CH2:13]3)[CH2:11][N:10]([C:18]3[C:19]4[C@H:26]([CH3:27])[CH2:25][C@@H:24]([OH:28])[C:20]=4[N:21]=[CH:22][N:23]=3)[C:7]2=[CH:8][CH:9]=1.[CH3:29]CN(C(C)C)C(C)C.C=O.[BH-](OC(C)=O)(OC(C)=O)OC(C)=O.[Na+].Cl. (4) Given the product [Br:8][C:9]1[C:21]2[C:20]3[CH2:19][CH2:18][N:17]([C:23]([NH:22][C:25]4[CH:30]=[CH:29][CH:28]=[C:27]([C:31]5[N:32]=[C:33]([CH3:36])[S:34][CH:35]=5)[CH:26]=4)=[O:24])[CH2:16][C:15]=3[CH:14]=[N:13][C:12]=2[NH:11][N:10]=1, predict the reactants needed to synthesize it. The reactants are: FC(F)(F)C([O-])=O.[Br:8][C:9]1[C:21]2[C:20]3[CH2:19][CH2:18][NH2+:17][CH2:16][C:15]=3[CH:14]=[N:13][C:12]=2[NH:11][N:10]=1.[N:22]([C:25]1[CH:26]=[C:27]([C:31]2[N:32]=[C:33]([CH3:36])[S:34][CH:35]=2)[CH:28]=[CH:29][CH:30]=1)=[C:23]=[O:24]. (5) Given the product [F:40][C:37]([F:38])([F:39])[C:36]([C:33]1[CH:32]=[CH:31][C:30]([CH2:29][N:26]2[CH2:25][CH2:24][CH:23]([CH2:22][C:21]3[CH:20]=[CH:19][C:18]([NH:17][C:8]([NH:7][C:4]4[CH:3]=[CH:2][N:1]=[CH:6][CH:5]=4)=[O:16])=[CH:47][CH:46]=3)[CH2:28][CH2:27]2)=[CH:35][CH:34]=1)([OH:45])[C:41]([F:44])([F:43])[F:42], predict the reactants needed to synthesize it. The reactants are: [N:1]1[CH:6]=[CH:5][C:4]([NH:7][C:8](=[O:16])OC2C=CC=CC=2)=[CH:3][CH:2]=1.[NH2:17][C:18]1[CH:47]=[CH:46][C:21]([CH2:22][CH:23]2[CH2:28][CH2:27][N:26]([CH2:29][C:30]3[CH:35]=[CH:34][C:33]([C:36]([OH:45])([C:41]([F:44])([F:43])[F:42])[C:37]([F:40])([F:39])[F:38])=[CH:32][CH:31]=3)[CH2:25][CH2:24]2)=[CH:20][CH:19]=1. (6) The reactants are: O[CH2:2][CH2:3][CH2:4][O:5][CH2:6]/[CH:7]=[CH:8]/[C:9]1[CH:18]=[CH:17][C:12]2[O:13][CH2:14][CH2:15][O:16][C:11]=2[CH:10]=1.C1(P(C2C=CC=CC=2)C2C=CC=CC=2)C=CC=CC=1.N1C=CN=C1.[I:43]I. Given the product [I:43][CH2:2][CH2:3][CH2:4][O:5][CH2:6]/[CH:7]=[CH:8]/[C:9]1[CH:18]=[CH:17][C:12]2[O:13][CH2:14][CH2:15][O:16][C:11]=2[CH:10]=1, predict the reactants needed to synthesize it. (7) The reactants are: [C:1]1([N:7]2[C:15]3[C:10](=[CH:11][CH:12]=[CH:13][CH:14]=3)[C:9]([C:16]([O:18]C)=[O:17])=[CH:8]2)[CH:6]=[CH:5][CH:4]=[CH:3][CH:2]=1.[OH-].[K+]. Given the product [C:1]1([N:7]2[C:15]3[C:10](=[CH:11][CH:12]=[CH:13][CH:14]=3)[C:9]([C:16]([OH:18])=[O:17])=[CH:8]2)[CH:2]=[CH:3][CH:4]=[CH:5][CH:6]=1, predict the reactants needed to synthesize it. (8) Given the product [O:8]1[C:7]([C:6]2[CH:5]=[C:4]([N+:1]([O-:3])=[O:2])[CH:11]=[CH:10][CH:9]=2)=[CH:23][N:22]=[CH:21]1, predict the reactants needed to synthesize it. The reactants are: [N+:1]([C:4]1[CH:5]=[C:6]([CH:9]=[CH:10][CH:11]=1)[CH:7]=[O:8])([O-:3])=[O:2].C1(C)C=CC(S([CH2:21][N+:22]#[C-:23])(=O)=O)=CC=1.C(=O)([O-])[O-].[K+].[K+]. (9) Given the product [C:1]1([CH2:7][O:8][C:9]2[CH:17]=[CH:16][CH:15]=[CH:14][C:10]=2[C:11]([O:13][C@H:27]([CH3:28])[CH2:26][O:18][Si:19]([C:22]([CH3:25])([CH3:24])[CH3:23])([CH3:21])[CH3:20])=[O:12])[CH:2]=[CH:3][CH:4]=[CH:5][CH:6]=1, predict the reactants needed to synthesize it. The reactants are: [C:1]1([CH2:7][O:8][C:9]2[CH:17]=[CH:16][CH:15]=[CH:14][C:10]=2[C:11]([OH:13])=[O:12])[CH:6]=[CH:5][CH:4]=[CH:3][CH:2]=1.[O:18]([CH2:26][C@H:27](O)[CH3:28])[Si:19]([C:22]([CH3:25])([CH3:24])[CH3:23])([CH3:21])[CH3:20].Cl.CN(C)CCCN=C=NCC. (10) Given the product [Cl:39][C:40]1[CH:45]=[CH:44][CH:43]=[CH:42][C:41]=1[NH:46][C:47](=[O:48])[NH:7][C:8]1[CH:9]=[CH:10][C:11]([C:14]2[CH:15]=[C:16]3[C:20](=[CH:21][CH:22]=2)[C:19](=[O:23])[N:18]([CH:24]([CH:29]([CH3:30])[CH3:31])[C:25]([O:27][CH3:28])=[O:26])[C:17]3=[O:32])=[CH:12][CH:13]=1, predict the reactants needed to synthesize it. The reactants are: COC1C=C(OC)C=CC=1C([NH:7][C:8]1[CH:13]=[CH:12][C:11]([C:14]2[CH:15]=[C:16]3[C:20](=[CH:21][CH:22]=2)[C:19](=[O:23])[N:18]([CH:24]([CH:29]([CH3:31])[CH3:30])[C:25]([O:27][CH3:28])=[O:26])[C:17]3=[O:32])=[CH:10][CH:9]=1)=O.[Cl:39][C:40]1[CH:45]=[CH:44][CH:43]=[CH:42][C:41]=1[N:46]=[C:47]=[O:48].